Predict the reactants needed to synthesize the given product. From a dataset of Retrosynthesis with 50K atom-mapped reactions and 10 reaction types from USPTO. Given the product COc1ccccc1S(=O)(=O)c1ccc(NC(=O)C(C)(O)C(F)(F)F)cc1, predict the reactants needed to synthesize it. The reactants are: CC(O)(C(=O)O)C(F)(F)F.COc1ccccc1S(=O)(=O)c1ccc(N)cc1.